Dataset: Full USPTO retrosynthesis dataset with 1.9M reactions from patents (1976-2016). Task: Predict the reactants needed to synthesize the given product. The reactants are: F[C:2](F)(F)[C:3](O)=O.[C:8]([C:11]1[CH:12]=[C:13]2[C:17](=[CH:18][CH:19]=1)[CH:16]([NH:20][C:21](=[O:27])OC(C)(C)C)[CH2:15][CH2:14]2)(=[O:10])[CH3:9]. Given the product [C:8]([C:11]1[CH:12]=[C:13]2[C:17](=[CH:18][CH:19]=1)[CH:16]([NH:20][C:21](=[O:27])[CH2:2][CH3:3])[CH2:15][CH2:14]2)(=[O:10])[CH3:9], predict the reactants needed to synthesize it.